From a dataset of Forward reaction prediction with 1.9M reactions from USPTO patents (1976-2016). Predict the product of the given reaction. (1) Given the reactants CC1C=CC(N)=C([N+]([O-])=O)C=1.[N:12]1[CH:17]=[CH:16][CH:15]=[CH:14][C:13]=1[N:18]1[C:22]2[CH:23]=[CH:24][C:25]([C:27](F)(F)F)=[CH:26][C:21]=2[N:20]=[C:19]1/[CH:31]=[CH:32]/[C:33]1[CH:38]=[CH:37][CH:36]=[CH:35][CH:34]=1, predict the reaction product. The product is: [CH3:27][C:25]1[CH:24]=[CH:23][C:22]2[N:18]([C:13]3[CH:14]=[CH:15][CH:16]=[CH:17][N:12]=3)[C:19](/[CH:31]=[CH:32]/[C:33]3[CH:38]=[CH:37][CH:36]=[CH:35][CH:34]=3)=[N:20][C:21]=2[CH:26]=1. (2) The product is: [F:1][C:2]1[C:3]([NH:28][CH:29]([C:33]([CH3:36])([CH3:35])[CH3:34])[CH2:30][CH:31]=[O:32])=[N:4][C:5]([C:8]2[C:16]3[C:11](=[N:12][CH:13]=[C:14]([F:17])[CH:15]=3)[N:10]([S:18]([C:21]3[CH:27]=[CH:26][C:24]([CH3:25])=[CH:23][CH:22]=3)(=[O:19])=[O:20])[CH:9]=2)=[N:6][CH:7]=1. Given the reactants [F:1][C:2]1[C:3]([NH:28][CH:29]([C:33]([CH3:36])([CH3:35])[CH3:34])[CH2:30][CH2:31][OH:32])=[N:4][C:5]([C:8]2[C:16]3[C:11](=[N:12][CH:13]=[C:14]([F:17])[CH:15]=3)[N:10]([S:18]([C:21]3[CH:27]=[CH:26][C:24]([CH3:25])=[CH:23][CH:22]=3)(=[O:20])=[O:19])[CH:9]=2)=[N:6][CH:7]=1.I(C1C=CC=CC=1C(O)=O)(=O)=O, predict the reaction product. (3) Given the reactants [CH2:1]([O:8][N:9]1[C:18]2[C:13](=[CH:14][CH:15]=[CH:16][N:17]=2)[C:12]([OH:19])=[CH:11][C:10]1=[O:20])[C:2]1[CH:7]=[CH:6][CH:5]=[CH:4][CH:3]=1.[F:21][C:22]([F:35])([F:34])[S:23](O[S:23]([C:22]([F:35])([F:34])[F:21])(=[O:25])=[O:24])(=[O:25])=[O:24], predict the reaction product. The product is: [F:21][C:22]([F:35])([F:34])[S:23]([O:19][C:12]1[C:13]2[C:18](=[N:17][CH:16]=[CH:15][CH:14]=2)[N:9]([O:8][CH2:1][C:2]2[CH:7]=[CH:6][CH:5]=[CH:4][CH:3]=2)[C:10](=[O:20])[CH:11]=1)(=[O:25])=[O:24]. (4) The product is: [Br:20][C:6]1[C:7]([O:9][CH3:10])=[CH:8][C:3]([O:2][CH3:1])=[C:4]([C:11]2[C:15]3[CH:16]=[CH:17][CH:18]=[CH:19][C:14]=3[O:13][N:12]=2)[CH:5]=1. Given the reactants [CH3:1][O:2][C:3]1[CH:8]=[C:7]([O:9][CH3:10])[CH:6]=[CH:5][C:4]=1[C:11]1[C:15]2[CH:16]=[CH:17][CH:18]=[CH:19][C:14]=2[O:13][N:12]=1.[Br:20]Br, predict the reaction product.